Predict the product of the given reaction. From a dataset of Forward reaction prediction with 1.9M reactions from USPTO patents (1976-2016). (1) Given the reactants [NH:1]1[C:5]2[CH:6]=[CH:7][CH:8]=[CH:9][C:4]=2[N:3]=[C:2]1[CH2:10][C:11]#[N:12].[N:13]([O-:15])=O.[Na+].CC1C=CC(COC([NH:28]NC(C2C=NC=CN=2)=O)=O)=CC=1.[OH-].[Na+].NO, predict the reaction product. The product is: [NH:1]1[C:5]2[CH:6]=[CH:7][CH:8]=[CH:9][C:4]=2[N:3]=[C:2]1[C:10]1[C:11]([NH2:28])=[N:12][O:15][N:13]=1. (2) The product is: [CH3:1][C:2]1[CH:9]=[CH:8][CH:7]=[C:4](/[CH:5]=[CH:13]/[N+:10]([O-:12])=[O:11])[CH:3]=1. Given the reactants [CH3:1][C:2]1[CH:3]=[C:4]([CH:7]=[CH:8][CH:9]=1)[CH:5]=O.[N+:10]([CH3:13])([O-:12])=[O:11].[OH-].[Na+], predict the reaction product. (3) Given the reactants [Cl:1][C:2]1[CH:24]=[N:23][C:5]2[N:6](COCC[Si](C)(C)C)[C:7]3[CH:12]=[N:11][C:10]([C:13]#[N:14])=[CH:9][C:8]=3[C:4]=2[C:3]=1[N:25]1[CH2:29][CH2:28][C@H:27]([N:30]([CH2:38][CH3:39])C(=O)OC(C)(C)C)[CH2:26]1.Br.[OH-].[Na+].Cl, predict the reaction product. The product is: [Cl:1][C:2]1[CH:24]=[N:23][C:5]2[NH:6][C:7]3[CH:12]=[N:11][C:10]([C:13]#[N:14])=[CH:9][C:8]=3[C:4]=2[C:3]=1[N:25]1[CH2:29][CH2:28][C@H:27]([NH:30][CH2:38][CH3:39])[CH2:26]1. (4) Given the reactants [Br:1][C:2]1[CH:3]=[CH:4][C:5]([O:20][CH2:21][C:22]2[CH:27]=[CH:26][C:25]([Cl:28])=[CH:24][CH:23]=2)=[C:6]([CH2:8][N:9]2[CH2:14][CH2:13][CH:12]([C:15]([O:17]CC)=[O:16])[CH2:11][CH2:10]2)[CH:7]=1.O[Li].O.Cl, predict the reaction product. The product is: [Br:1][C:2]1[CH:3]=[CH:4][C:5]([O:20][CH2:21][C:22]2[CH:27]=[CH:26][C:25]([Cl:28])=[CH:24][CH:23]=2)=[C:6]([CH2:8][N:9]2[CH2:14][CH2:13][CH:12]([C:15]([OH:17])=[O:16])[CH2:11][CH2:10]2)[CH:7]=1. (5) Given the reactants [NH3:1].C[O:3][C:4]([C@@H:6]1[O:10][C:9](=[O:11])[N:8]([C:12]2[CH:13]=[C:14]3[C:18](=[CH:19][CH:20]=2)[N:17]([CH:21]2[CH2:23][CH2:22]2)[C:16](=[O:24])[CH2:15]3)[CH2:7]1)=O, predict the reaction product. The product is: [CH:21]1([N:17]2[C:18]3[C:14](=[CH:13][C:12]([N:8]4[CH2:7][C@H:6]([C:4]([NH2:1])=[O:3])[O:10][C:9]4=[O:11])=[CH:20][CH:19]=3)[CH2:15][C:16]2=[O:24])[CH2:22][CH2:23]1.